Dataset: Forward reaction prediction with 1.9M reactions from USPTO patents (1976-2016). Task: Predict the product of the given reaction. (1) Given the reactants CS(O[C@@H:6]1[C@@H:11]([CH3:12])[CH2:10][N:9]([C:13]2[CH:18]=[CH:17][N:16]=[CH:15][C:14]=2[N:19]([C:27]([O:29][C:30]([CH3:33])([CH3:32])[CH3:31])=[O:28])C(OC(C)(C)C)=O)[CH2:8][C@H:7]1[NH:34][C:35]([O:37][C:38]([CH3:41])([CH3:40])[CH3:39])=[O:36])(=O)=O.[C-:42]#[N:43].[Na+], predict the reaction product. The product is: [C:30]([O:29][C:27]([NH:19][C:14]1[CH:15]=[N:16][CH:17]=[CH:18][C:13]=1[N:9]1[CH2:10][C@H:11]([CH3:12])[C@H:6]([C:42]#[N:43])[C@H:7]([NH:34][C:35](=[O:36])[O:37][C:38]([CH3:39])([CH3:41])[CH3:40])[CH2:8]1)=[O:28])([CH3:31])([CH3:33])[CH3:32]. (2) Given the reactants [C:1]1([O:7][C:8](=[O:25])[NH:9][C:10]2[CH:15]=[C:14]([O:16][C:17]3[CH:22]=[CH:21][C:20]([NH2:23])=[CH:19][C:18]=3[F:24])[N:13]=[CH:12][N:11]=2)[CH:6]=[CH:5][CH:4]=[CH:3][CH:2]=1.[F:26][C:27]1[CH:32]=[CH:31][C:30]([NH:33][C:34]([C:36]2([C:39](O)=[O:40])[CH2:38][CH2:37]2)=[O:35])=[CH:29][CH:28]=1.C(N(CC)CC)C.F[P-](F)(F)(F)(F)F.N1(O[P+](N(C)C)(N(C)C)N(C)C)C2C=CC=CC=2N=N1, predict the reaction product. The product is: [C:1]1([O:7][C:8](=[O:25])[NH:9][C:10]2[CH:15]=[C:14]([O:16][C:17]3[CH:22]=[CH:21][C:20]([NH:23][C:39]([C:36]4([C:34](=[O:35])[NH:33][C:30]5[CH:29]=[CH:28][C:27]([F:26])=[CH:32][CH:31]=5)[CH2:37][CH2:38]4)=[O:40])=[CH:19][C:18]=3[F:24])[N:13]=[CH:12][N:11]=2)[CH:6]=[CH:5][CH:4]=[CH:3][CH:2]=1. (3) Given the reactants [C:1]([C:4]1[CH:9]=[CH:8][C:7]([CH:10]2[CH2:15][CH2:14][N:13]([C:16]([O:18][CH2:19][C:20]3[CH:25]=[CH:24][CH:23]=[CH:22][CH:21]=3)=[O:17])[CH2:12][CH:11]2[O:26][CH2:27][C:28]2[CH:29]=[CH:30][C:31]3[O:36][CH2:35][CH2:34][N:33]([CH2:37][CH2:38][CH2:39][O:40][CH3:41])[C:32]=3[CH:42]=2)=[CH:6][CH:5]=1)(O)=[O:2].[O:43]([CH2:50][CH2:51][NH2:52])[C:44]1[CH:49]=[CH:48][CH:47]=[CH:46][CH:45]=1.Cl.CN(C)CCCN=C=NCC.O, predict the reaction product. The product is: [CH3:41][O:40][CH2:39][CH2:38][CH2:37][N:33]1[C:32]2[CH:42]=[C:28]([CH2:27][O:26][CH:11]3[CH:10]([C:7]4[CH:6]=[CH:5][C:4]([C:1](=[O:2])[NH:52][CH2:51][CH2:50][O:43][C:44]5[CH:49]=[CH:48][CH:47]=[CH:46][CH:45]=5)=[CH:9][CH:8]=4)[CH2:15][CH2:14][N:13]([C:16]([O:18][CH2:19][C:20]4[CH:21]=[CH:22][CH:23]=[CH:24][CH:25]=4)=[O:17])[CH2:12]3)[CH:29]=[CH:30][C:31]=2[O:36][CH2:35][CH2:34]1. (4) Given the reactants CN(C)C(=N[C:6](=O)[C:7]1[CH:12]=[C:11]([CH2:13][CH3:14])[C:10]([O:15]C)=[N:9][C:8]=1[CH3:17])C.Cl.NO.[OH-].[Na+].[C:25](O)(=O)[CH3:26], predict the reaction product. The product is: [CH2:13]([C:11]1[C:10](=[O:15])[NH:9][C:8]([CH3:17])=[C:7]([C:6]2[CH:6]=[C:7]([CH:12]=[CH:25][CH:26]=2)[C:8]#[N:9])[CH:12]=1)[CH3:14]. (5) The product is: [C:19]1([C:34]2[CH:39]=[CH:38][CH:37]=[CH:36][CH:35]=2)[CH:24]=[CH:23][CH:22]=[CH:21][C:20]=1[C:25]([N:27]1[CH2:33][CH:32]2[CH:29]([CH2:30][N:31]2[C:9]2[N:8]=[C:15]([CH3:14])[CH:16]=[CH:11][N:10]=2)[CH2:28]1)=[O:26]. Given the reactants C12[N:8]([C:9]3C=N[C:16]4[C:11](=CC=[CH:14][CH:15]=4)[N:10]=3)CC1CCNC2.[C:19]1([C:34]2[CH:39]=[CH:38][CH:37]=[CH:36][CH:35]=2)[CH:24]=[CH:23][CH:22]=[CH:21][C:20]=1[C:25]([N:27]1[CH2:33][CH:32]2[CH:29]([CH2:30][NH:31]2)[CH2:28]1)=[O:26].ClC1N=C(C)C=CN=1, predict the reaction product. (6) Given the reactants [CH3:1][C:2]1[CH:7]=[CH:6][C:5]([C:8](=[O:10])[CH3:9])=[CH:4][C:3]=1[N+:11]([O-:13])=[O:12].[BH4-].[Na+].Cl.O, predict the reaction product. The product is: [CH3:1][C:2]1[CH:7]=[CH:6][C:5]([CH:8]([OH:10])[CH3:9])=[CH:4][C:3]=1[N+:11]([O-:13])=[O:12]. (7) Given the reactants [CH3:1][C:2]1[CH:7]=[C:6]([CH3:8])[CH:5]=[C:4]([CH:9]2[CH2:14][CH2:13][O:12][CH2:11][CH2:10]2)[C:3]=1[OH:15].Br[CH2:17][C:18]([O:20][CH3:21])=[O:19].C(=O)([O-])[O-].[Cs+].[Cs+].C(=O)([O-])O.[Na+], predict the reaction product. The product is: [CH3:1][C:2]1[CH:7]=[C:6]([CH3:8])[CH:5]=[C:4]([CH:9]2[CH2:14][CH2:13][O:12][CH2:11][CH2:10]2)[C:3]=1[O:15][CH2:17][C:18]([O:20][CH3:21])=[O:19].